Dataset: Full USPTO retrosynthesis dataset with 1.9M reactions from patents (1976-2016). Task: Predict the reactants needed to synthesize the given product. (1) Given the product [CH2:13]([O:12][C:10]([N:6]1[CH2:7][CH2:8][N:28]([CH2:27][CH2:26][C:25]([C:24]([O:23][CH3:22])=[O:31])([CH3:30])[CH3:29])[C:3](=[O:20])[C@@H:4]1[CH3:5])=[O:11])[C:14]1[CH:15]=[CH:16][CH:17]=[CH:18][CH:19]=1, predict the reactants needed to synthesize it. The reactants are: CO[C:3](=[O:20])[C@@H:4]([N:6]([C:10]([O:12][CH2:13][C:14]1[CH:19]=[CH:18][CH:17]=[CH:16][CH:15]=1)=[O:11])[CH2:7][CH:8]=O)[CH3:5].Cl.[CH3:22][O:23][C:24](=[O:31])[C:25]([CH3:30])([CH3:29])[CH2:26][CH2:27][NH2:28]. (2) The reactants are: [F:1][C:2]1[CH:3]=[CH:4][C:5]([O:30][CH2:31][C:32]2[CH:37]=[CH:36][C:35]([C:38]3[CH:43]=[CH:42][C:41]([CH3:44])=[CH:40][CH:39]=3)=[CH:34][CH:33]=2)=[C:6]([CH2:8][CH2:9][N:10]([CH2:19][C:20]2[CH:29]=[CH:28][C:23]([C:24]([O:26]C)=[O:25])=[CH:22][CH:21]=2)[CH2:11][CH2:12][CH2:13][CH2:14][C:15]([O:17]C)=[O:16])[CH:7]=1.[OH-].[Na+].ClCCl. Given the product [C:15]([CH2:14][CH2:13][CH2:12][CH2:11][N:10]([CH2:19][C:20]1[CH:29]=[CH:28][C:23]([C:24]([OH:26])=[O:25])=[CH:22][CH:21]=1)[CH2:9][CH2:8][C:6]1[CH:7]=[C:2]([F:1])[CH:3]=[CH:4][C:5]=1[O:30][CH2:31][C:32]1[CH:37]=[CH:36][C:35]([C:38]2[CH:43]=[CH:42][C:41]([CH3:44])=[CH:40][CH:39]=2)=[CH:34][CH:33]=1)([OH:17])=[O:16], predict the reactants needed to synthesize it. (3) Given the product [CH2:1]([O:3][C:4](=[O:16])[C@@H:5]([O:14][CH3:15])[CH2:6][C:7]1[CH:8]=[CH:9][C:10]([O:13][CH2:25][CH2:24][CH2:23][O:22][Si:21]([C:17]([CH3:18])([CH3:20])[CH3:19])([CH3:27])[CH3:28])=[CH:11][CH:12]=1)[CH3:2], predict the reactants needed to synthesize it. The reactants are: [CH2:1]([O:3][C:4](=[O:16])[C@@H:5]([O:14][CH3:15])[CH2:6][C:7]1[CH:12]=[CH:11][C:10]([OH:13])=[CH:9][CH:8]=1)[CH3:2].[C:17]([Si:21]([CH3:28])([CH3:27])[O:22][CH2:23][CH2:24][CH2:25]O)([CH3:20])([CH3:19])[CH3:18].CC(OC(/N=N/C(OC(C)C)=O)=O)C. (4) Given the product [N:1]1([CH2:7][CH2:8][O:9][C:10]2[CH:30]=[CH:29][C:13]3[N:14]4[CH:19]=[C:18]([C:20]5[CH:25]=[CH:24][C:23]([NH2:26])=[CH:22][CH:21]=5)[N:17]=[C:15]4[S:16][C:12]=3[CH:11]=2)[CH2:2][CH2:3][O:4][CH2:5][CH2:6]1, predict the reactants needed to synthesize it. The reactants are: [N:1]1([CH2:7][CH2:8][O:9][C:10]2[CH:30]=[CH:29][C:13]3[N:14]4[CH:19]=[C:18]([C:20]5[CH:25]=[CH:24][C:23]([N+:26]([O-])=O)=[CH:22][CH:21]=5)[N:17]=[C:15]4[S:16][C:12]=3[CH:11]=2)[CH2:6][CH2:5][O:4][CH2:3][CH2:2]1.[Cl-].[NH4+].